Dataset: Reaction yield outcomes from USPTO patents with 853,638 reactions. Task: Predict the reaction yield, written as a fraction of the theoretical maximum amount of product (1.0 means a 100% yield; for example, 0.34 means a 34% yield). (1) The reactants are [H][H].[Br:3][C:4]1[C:13]([N+:14]([O-])=O)=[CH:12][CH:11]=[CH:10][C:5]=1[C:6]([O:8][CH3:9])=[O:7]. The catalyst is C(OCC)(=O)C.[Pt]. The product is [Br:3][C:4]1[C:13]([NH2:14])=[CH:12][CH:11]=[CH:10][C:5]=1[C:6]([O:8][CH3:9])=[O:7]. The yield is 0.990. (2) The reactants are [C:1]([C:4]1[CH:13]=[CH:12][C:7]([C:8]([O:10][CH3:11])=[O:9])=[CH:6][C:5]=1[NH:14][C:15](=O)[C:16]([F:25])([F:24])[C:17]1[CH:22]=[CH:21][C:20]([F:23])=[CH:19][CH:18]=1)(=[O:3])[NH2:2].C(N(CC)CC)C.C[Si](Cl)(C)C. The catalyst is ClCCCl. The product is [F:24][C:16]([F:25])([C:17]1[CH:22]=[CH:21][C:20]([F:23])=[CH:19][CH:18]=1)[C:15]1[N:2]=[C:1]([OH:3])[C:4]2[C:5](=[CH:6][C:7]([C:8]([O:10][CH3:11])=[O:9])=[CH:12][CH:13]=2)[N:14]=1. The yield is 0.890. (3) The reactants are [CH3:1][CH:2]1[CH2:7][N:6]([CH:8]2[CH2:11][O:10][CH2:9]2)[CH:5]([CH3:12])[CH2:4][N:3]1[C:13]1[CH:14]=[CH:15][C:16]([NH:19][C:20]2[C:25](=[O:26])[N:24]([CH3:27])[CH:23]=[C:22]([C:28]3[CH:33]=[CH:32][N:31]=[C:30]([N:34]4[C:46](=[O:47])[C:45]5[S:44][C:43]6[CH2:42][CH2:41][CH2:40][CH2:39][C:38]=6[C:37]=5[CH:36]=[N:35]4)[C:29]=3[CH:48]=[O:49])[CH:21]=2)=[N:17][CH:18]=1.[BH4-].[Na+]. The catalyst is CO. The product is [CH3:1][C@H:2]1[CH2:7][N:6]([CH:8]2[CH2:9][O:10][CH2:11]2)[C@H:5]([CH3:12])[CH2:4][N:3]1[C:13]1[CH:14]=[CH:15][C:16]([NH:19][C:20]2[C:25](=[O:26])[N:24]([CH3:27])[CH:23]=[C:22]([C:28]3[CH:33]=[CH:32][N:31]=[C:30]([N:34]4[C:46](=[O:47])[C:45]5[S:44][C:43]6[CH2:42][CH2:41][CH2:40][CH2:39][C:38]=6[C:37]=5[CH:36]=[N:35]4)[C:29]=3[CH2:48][OH:49])[CH:21]=2)=[N:17][CH:18]=1. The yield is 0.220.